From a dataset of Peptide-MHC class I binding affinity with 185,985 pairs from IEDB/IMGT. Regression. Given a peptide amino acid sequence and an MHC pseudo amino acid sequence, predict their binding affinity value. This is MHC class I binding data. (1) The peptide sequence is GRWPITHLHTD. The MHC is Mamu-B03 with pseudo-sequence Mamu-B03. The binding affinity (normalized) is 0.477. (2) The peptide sequence is APGKSLGTL. The MHC is HLA-A23:01 with pseudo-sequence HLA-A23:01. The binding affinity (normalized) is 0.213. (3) The peptide sequence is MVLAFITFL. The MHC is HLA-A02:01 with pseudo-sequence HLA-A02:01. The binding affinity (normalized) is 0.738.